Dataset: Forward reaction prediction with 1.9M reactions from USPTO patents (1976-2016). Task: Predict the product of the given reaction. (1) Given the reactants [Si:1]([O:18][CH2:19][CH2:20][C:21]1[N:30]=[CH:29][C:28]2[C:27](=[O:31])[CH2:26][CH2:25][CH2:24][C:23]=2[N:22]=1)([C:14]([CH3:17])([CH3:16])[CH3:15])([C:8]1[CH:13]=[CH:12][CH:11]=[CH:10][CH:9]=1)[C:2]1[CH:7]=[CH:6][CH:5]=[CH:4][CH:3]=1.[BH4-].[Na+], predict the reaction product. The product is: [Si:1]([O:18][CH2:19][CH2:20][C:21]1[N:30]=[CH:29][C:28]2[CH:27]([OH:31])[CH2:26][CH2:25][CH2:24][C:23]=2[N:22]=1)([C:14]([CH3:17])([CH3:15])[CH3:16])([C:2]1[CH:3]=[CH:4][CH:5]=[CH:6][CH:7]=1)[C:8]1[CH:13]=[CH:12][CH:11]=[CH:10][CH:9]=1. (2) Given the reactants [Cl:1][C:2]1[CH:3]=[C:4]([C:9]2[N:13]([C:14]3[CH:15]=[N:16][CH:17]=[C:18]([Cl:20])[CH:19]=3)[N:12]=[C:11]([C:21](O)=[O:22])[CH:10]=2)[CH:5]=[C:6]([F:8])[CH:7]=1.ClC1C=C(C2N(C3C=CC=CN=3)N=C(C([N:45]3[CH2:49][C:48](=[O:50])[NH:47][CH2:46]3)=O)C=2)C=C(F)C=1.Cl.N1C=CNC1=O, predict the reaction product. The product is: [Cl:1][C:2]1[CH:3]=[C:4]([C:9]2[N:13]([C:14]3[CH:15]=[N:16][CH:17]=[C:18]([Cl:20])[CH:19]=3)[N:12]=[C:11]([C:21]([N:45]3[CH2:49][C:48](=[O:50])[NH:47][CH2:46]3)=[O:22])[CH:10]=2)[CH:5]=[C:6]([F:8])[CH:7]=1. (3) Given the reactants [I:1][C:2]1[C:3]([CH3:33])=[C:4]([CH:30]=[CH:31][CH:32]=1)[CH2:5][N:6]1[C:14](=[O:15])[NH:13][C:12]2[C:7]1=[N:8][C:9]([NH:16][CH2:17][C@@H:18]1[CH2:22][CH2:21][N:20](C(OC(C)(C)C)=O)[CH2:19]1)=[N:10][CH:11]=2.C(Cl)Cl.[C:37]([OH:43])([C:39]([F:42])([F:41])[F:40])=[O:38], predict the reaction product. The product is: [OH:43][C:37]([C:39]([F:42])([F:41])[F:40])=[O:38].[I:1][C:2]1[C:3]([CH3:33])=[C:4]([CH:30]=[CH:31][CH:32]=1)[CH2:5][N:6]1[C:14](=[O:15])[NH:13][C:12]2[C:7]1=[N:8][C:9]([NH:16][CH2:17][C@@H:18]1[CH2:22][CH2:21][NH:20][CH2:19]1)=[N:10][CH:11]=2.